From a dataset of Reaction yield outcomes from USPTO patents with 853,638 reactions. Predict the reaction yield, written as a fraction of the theoretical maximum amount of product (1.0 means a 100% yield; for example, 0.34 means a 34% yield). (1) The reactants are [NH2:1][C:2]1[CH2:6][CH2:5][C@@H:4]([CH3:7])[C:3]=1[C:8]([O:10]CC)=O.C([O-])=O.[NH4+].[CH:17]([NH2:19])=O. No catalyst specified. The product is [CH3:7][C@H:4]1[C:3]2[C:8]([OH:10])=[N:19][CH:17]=[N:1][C:2]=2[CH2:6][CH2:5]1. The yield is 0.650. (2) The reactants are Cl.F[C:3]1[CH:8]=[C:7]([S:9]([CH3:12])(=[O:11])=[O:10])[CH:6]=[CH:5][C:4]=1[NH:13][C:14]1[C:19]2[O:20][CH2:21][CH2:22][N:23]([CH:24]3[CH2:29][CH2:28][NH:27][CH2:26][CH2:25]3)[C:18]=2[N:17]=[CH:16][N:15]=1.Cl[C:31]([O:33][CH:34]([CH3:39])[C:35]([F:38])([F:37])[F:36])=[O:32]. The catalyst is C(Cl)Cl. The product is [CH3:12][S:9]([C:7]1[CH:8]=[CH:3][C:4]([NH:13][C:14]2[C:19]3[O:20][CH2:21][CH2:22][N:23]([CH:24]4[CH2:25][CH2:26][N:27]([C:31]([O:33][CH:34]([CH3:39])[C:35]([F:38])([F:37])[F:36])=[O:32])[CH2:28][CH2:29]4)[C:18]=3[N:17]=[CH:16][N:15]=2)=[CH:5][CH:6]=1)(=[O:11])=[O:10]. The yield is 0.510. (3) The reactants are [Cl-].[Al+3].[Cl-].[Cl-].[Cl:5][CH2:6][CH2:7][CH2:8][C:9](Cl)=[O:10].[C:12]1([CH:18]([CH3:20])[CH3:19])[CH:17]=[CH:16][CH:15]=[CH:14][CH:13]=1. The catalyst is C(Cl)Cl. The product is [Cl:5][CH2:6][CH2:7][CH2:8][C:9]([C:15]1[CH:16]=[CH:17][C:12]([CH:18]([CH3:20])[CH3:19])=[CH:13][CH:14]=1)=[O:10]. The yield is 0.860. (4) The reactants are [NH:1]1[C:9]2[C:4](=[CH:5][C:6]([C:10](=[O:12])[CH3:11])=[CH:7][CH:8]=2)[CH:3]=[CH:2]1.[C:13]([O:17][C:18](O[C:18]([O:17][C:13]([CH3:16])([CH3:15])[CH3:14])=[O:19])=[O:19])([CH3:16])([CH3:15])[CH3:14].O. The catalyst is CN(C)C1C=CN=CC=1.O1CCCC1. The product is [C:13]([O:17][C:18]([N:1]1[C:9]2[C:4](=[CH:5][C:6]([C:10](=[O:12])[CH3:11])=[CH:7][CH:8]=2)[CH:3]=[CH:2]1)=[O:19])([CH3:16])([CH3:15])[CH3:14]. The yield is 0.810. (5) The reactants are [CH:1]([C:4]1[C:8]([CH:9]([CH3:11])[CH3:10])=[C:7]([CH:12]([CH3:14])[CH3:13])[NH:6][C:5]=1[C:15]([OH:17])=O)([CH3:3])[CH3:2].[NH2:18][C:19]1[CH:28]=[CH:27][C:22]([C:23]([O:25][CH3:26])=[O:24])=[CH:21][CH:20]=1. No catalyst specified. The product is [CH:1]([C:4]1[C:8]([CH:9]([CH3:10])[CH3:11])=[C:7]([CH:12]([CH3:13])[CH3:14])[NH:6][C:5]=1[C:15]([NH:18][C:19]1[CH:20]=[CH:21][C:22]([C:23]([O:25][CH3:26])=[O:24])=[CH:27][CH:28]=1)=[O:17])([CH3:2])[CH3:3]. The yield is 0.760. (6) The reactants are [C:1]([O:5][C:6]([N:8]1[CH2:13][CH2:12][CH:11]([N:14]2[CH2:18][CH2:17][C@H:16]([O:19][C:20]3[CH:21]=[N:22][C:23](Br)=[CH:24][CH:25]=3)[C:15]2=[O:27])[CH2:10][CH2:9]1)=[O:7])([CH3:4])([CH3:3])[CH3:2].[CH3:28][S:29]([O-:31])=[O:30].[Na+].[C@@H]1(N)CCCC[C@H]1N. The catalyst is CS(C)=O. The product is [C:1]([O:5][C:6]([N:8]1[CH2:13][CH2:12][CH:11]([N:14]2[CH2:18][CH2:17][C@H:16]([O:19][C:20]3[CH:21]=[N:22][C:23]([S:29]([CH3:28])(=[O:31])=[O:30])=[CH:24][CH:25]=3)[C:15]2=[O:27])[CH2:10][CH2:9]1)=[O:7])([CH3:4])([CH3:3])[CH3:2]. The yield is 0.940.